From a dataset of Catalyst prediction with 721,799 reactions and 888 catalyst types from USPTO. Predict which catalyst facilitates the given reaction. (1) Reactant: [C:1]([O:5][C:6]([N:8]1[CH2:13][CH2:12][CH:11]([CH:14]([N:16]2[C:20]3[N:21]=[C:22](Cl)[N:23]=[CH:24][C:19]=3[C:18]([C:26]([O:28][CH2:29][CH3:30])=[O:27])=[C:17]2[CH3:31])[CH3:15])[CH2:10][CH2:9]1)=[O:7])([CH3:4])([CH3:3])[CH3:2].[H][H]. Product: [C:1]([O:5][C:6]([N:8]1[CH2:9][CH2:10][CH:11]([CH:14]([N:16]2[C:20]3[N:21]=[CH:22][N:23]=[CH:24][C:19]=3[C:18]([C:26]([O:28][CH2:29][CH3:30])=[O:27])=[C:17]2[CH3:31])[CH3:15])[CH2:12][CH2:13]1)=[O:7])([CH3:3])([CH3:4])[CH3:2]. The catalyst class is: 19. (2) Reactant: C(N(CC)CC)C.O.ON1C2C=CC=CC=2N=N1.Cl.CN(C)CCCN=C=NCC.[O:31]=[C:32]1[NH:37][N:36]=[C:35]([C:38]([OH:40])=O)[CH:34]=[CH:33]1.O[N:42]=[C:43]([C:45]1[CH:50]=[CH:49][C:48]([O:51][C:52]([F:55])([F:54])[F:53])=[CH:47][CH:46]=1)[NH2:44]. Product: [F:53][C:52]([F:54])([F:55])[O:51][C:48]1[CH:47]=[CH:46][C:45]([C:43]2[N:44]=[C:38]([C:35]3[CH:34]=[CH:33][C:32](=[O:31])[NH:37][N:36]=3)[O:40][N:42]=2)=[CH:50][CH:49]=1. The catalyst class is: 18. (3) Reactant: [NH:1]1[CH2:6][CH2:5][CH:4]([CH2:7][CH2:8][C:9]([OH:11])=[O:10])[CH2:3][CH2:2]1.[C:12]([O:16][C:17](=[O:22])[NH:18][CH2:19][CH:20]=O)([CH3:15])([CH3:14])[CH3:13]. Product: [C:12]([O:16][C:17]([NH:18][CH2:19][CH2:20][N:1]1[CH2:6][CH2:5][CH:4]([CH2:7][CH2:8][C:9]([OH:11])=[O:10])[CH2:3][CH2:2]1)=[O:22])([CH3:15])([CH3:14])[CH3:13]. The catalyst class is: 19.